Dataset: Full USPTO retrosynthesis dataset with 1.9M reactions from patents (1976-2016). Task: Predict the reactants needed to synthesize the given product. (1) Given the product [CH3:39][N:40]([CH3:41])[C:6]([CH:4]1[CH2:5][C:2]([F:1])([C:9]2[CH:10]=[CH:11][C:12]([C:15]3[CH2:19][C:18]([C:24]4[CH:25]=[C:26]([Cl:32])[C:27]([Cl:31])=[C:28]([Cl:30])[CH:29]=4)([C:20]([F:23])([F:22])[F:21])[O:17][N:16]=3)=[CH:13][CH:14]=2)[CH2:3]1)=[O:8], predict the reactants needed to synthesize it. The reactants are: [F:1][C:2]1([C:9]2[CH:14]=[CH:13][C:12]([C:15]3[CH2:19][C:18]([C:24]4[CH:29]=[C:28]([Cl:30])[C:27]([Cl:31])=[C:26]([Cl:32])[CH:25]=4)([C:20]([F:23])([F:22])[F:21])[O:17][N:16]=3)=[CH:11][CH:10]=2)[CH2:5][CH:4]([C:6]([OH:8])=O)[CH2:3]1.C(Cl)(=O)C(Cl)=O.[CH3:39][NH:40][CH3:41]. (2) Given the product [C:4]([NH:5][C:37]1[CH:38]=[CH:39][C:40]([C:34](=[O:36])[CH3:35])=[CH:41][CH:42]=1)(=[O:27])[CH3:3], predict the reactants needed to synthesize it. The reactants are: NC1N(C2C=CC(OC)=CC=2)C(C2C=CC=C(NS(C)(=O)=O)C=2)[N:5]=[C:4]2[O:27]C=C[C:3]=12.C(O[C:34](=[O:36])[CH3:35])(=O)C.[C:37]1(C)[CH:42]=[CH:41][CH:40]=[CH:39][CH:38]=1. (3) The reactants are: ClCCl.[NH2:4][C:5]1[CH:10]=[CH:9][C:8]([C:11]2[NH:15][C:14]([CH:16]3[N:24]4[C:19](=[CH:20][C:21]([C:26]5[CH:31]=[C:30]([Cl:32])[CH:29]=[CH:28][C:27]=5[N:33]5[CH:37]=[N:36][N:35]=[N:34]5)=[CH:22][C:23]4=[O:25])[CH2:18][CH2:17]3)=[N:13][CH:12]=2)=[CH:7][CH:6]=1.[CH3:38][N:39]([CH3:43])[C:40](Cl)=[O:41]. Given the product [Cl:32][C:30]1[CH:29]=[CH:28][C:27]([N:33]2[CH:37]=[N:36][N:35]=[N:34]2)=[C:26]([C:21]2[CH:20]=[C:19]3[N:24]([CH:16]([C:14]4[NH:15][C:11]([C:8]5[CH:7]=[CH:6][C:5]([NH:4][C:40](=[O:41])[N:39]([CH3:43])[CH3:38])=[CH:10][CH:9]=5)=[CH:12][N:13]=4)[CH2:17][CH2:18]3)[C:23](=[O:25])[CH:22]=2)[CH:31]=1, predict the reactants needed to synthesize it.